From a dataset of Full USPTO retrosynthesis dataset with 1.9M reactions from patents (1976-2016). Predict the reactants needed to synthesize the given product. (1) Given the product [Cl:30][CH2:31][C:32]1[CH:40]=[CH:39][C:35]([C:36]([N:9]2[CH2:10][C:11]([CH3:22])([CH3:21])[C:12]3[C:20]4[CH:19]=[CH:18][CH:17]=[CH:16][C:15]=4[NH:14][C:13]=3[C:7]([C:5]([O:4][CH:1]([CH3:3])[CH3:2])=[O:6])=[CH:8]2)=[O:37])=[CH:34][CH:33]=1, predict the reactants needed to synthesize it. The reactants are: [CH:1]([O:4][C:5]([C:7]1[C:13]2[NH:14][C:15]3[CH:16]=[CH:17][CH:18]=[CH:19][C:20]=3[C:12]=2[C:11]([CH3:22])([CH3:21])[CH2:10][NH:9][CH:8]=1)=[O:6])([CH3:3])[CH3:2].C(N(CC)CC)C.[Cl:30][CH2:31][C:32]1[CH:40]=[CH:39][C:35]([C:36](Cl)=[O:37])=[CH:34][CH:33]=1. (2) Given the product [CH3:1][C:2]1[C:3](=[O:8])[CH2:4][CH2:5][C:6]=1[NH:9][C:10]1[CH:11]=[C:12]([CH:16]=[CH:17][CH:18]=1)[C:13]([OH:15])=[O:14].[C:12]1([CH3:13])[CH:16]=[CH:17][CH:18]=[CH:10][CH:11]=1, predict the reactants needed to synthesize it. The reactants are: [CH3:1][CH:2]1[C:6](=O)[CH2:5][CH2:4][C:3]1=[O:8].[NH2:9][C:10]1[CH:11]=[C:12]([CH:16]=[CH:17][CH:18]=1)[C:13]([OH:15])=[O:14]. (3) Given the product [C:30]([N:33]1[CH2:38][CH2:37][N:36]([CH2:2][CH2:3][O:4][C:5]2[CH:14]=[C:13]3[C:8]([C:9]([NH:15][C:16]4[C:21]([Cl:22])=[CH:20][CH:19]=[C:18]5[O:23][CH2:24][O:25][C:17]=45)=[N:10][CH:11]=[N:12]3)=[C:7]([O:26][CH:27]([CH3:28])[CH3:29])[CH:6]=2)[CH2:35][CH2:34]1)(=[O:32])[CH3:31], predict the reactants needed to synthesize it. The reactants are: Cl[CH2:2][CH2:3][O:4][C:5]1[CH:14]=[C:13]2[C:8]([C:9]([NH:15][C:16]3[C:21]([Cl:22])=[CH:20][CH:19]=[C:18]4[O:23][CH2:24][O:25][C:17]=34)=[N:10][CH:11]=[N:12]2)=[C:7]([O:26][CH:27]([CH3:29])[CH3:28])[CH:6]=1.[C:30]([N:33]1[CH2:38][CH2:37][NH:36][CH2:35][CH2:34]1)(=[O:32])[CH3:31].[I-].[K+]. (4) Given the product [CH3:8][O:9][C:10](=[O:35])[C@@H:11]([NH:14][C:15]([C:17]1[S:18][C:19]([C:23](=[O:34])[NH:24][CH2:25][C:26]2[CH:31]=[CH:30][C:29]([F:32])=[C:28]([OH:33])[CH:27]=2)=[CH:20][C:21]=1[CH3:22])=[O:16])[CH2:12][NH:13][C:82]([C:78]1[S:77][CH:81]=[CH:80][CH:79]=1)=[O:83], predict the reactants needed to synthesize it. The reactants are: FC(F)(F)C(O)=O.[CH3:8][O:9][C:10](=[O:35])[C@@H:11]([NH:14][C:15]([C:17]1[S:18][C:19]([C:23](=[O:34])[NH:24][CH2:25][C:26]2[CH:31]=[CH:30][C:29]([F:32])=[C:28]([OH:33])[CH:27]=2)=[CH:20][C:21]=1[CH3:22])=[O:16])[CH2:12][NH2:13].C(N(CC)CC)C.CN(C(ON1N=NC2C=CC=CC1=2)=[N+](C)C)C.F[P-](F)(F)(F)(F)F.C1C=CC2N(O)N=NC=2C=1.[S:77]1[CH:81]=[CH:80][CH:79]=[C:78]1[C:82](O)=[O:83]. (5) The reactants are: Br[CH:2]1[CH2:6][CH2:5][CH2:4][CH2:3]1.[O:7]=[CH:8][C:9]1[CH:17]=[CH:16][C:14]([OH:15])=[C:11]([O:12][CH3:13])[CH:10]=1.C(=O)([O-])[O-].[K+].[K+]. Given the product [CH:2]1([O:15][C:14]2[CH:16]=[CH:17][C:9]([CH:8]=[O:7])=[CH:10][C:11]=2[O:12][CH3:13])[CH2:6][CH2:5][CH2:4][CH2:3]1, predict the reactants needed to synthesize it. (6) Given the product [CH3:12][O:13][C:14](=[O:20])[CH:15]([CH2:22][C:23]1[CH:28]=[CH:27][C:26]([Cl:29])=[CH:25][C:24]=1[F:30])[C:16](=[O:19])[CH2:17][CH3:18], predict the reactants needed to synthesize it. The reactants are: CC(C)([O-])C.[K+].C(O)(C)(C)C.[CH3:12][O:13][C:14](=[O:20])[CH2:15][C:16](=[O:19])[CH2:17][CH3:18].Br[CH2:22][C:23]1[CH:28]=[CH:27][C:26]([Cl:29])=[CH:25][C:24]=1[F:30]. (7) Given the product [C:3]([C:6]1[N:16]2[C@H:17]([C:27]3[CH:32]=[CH:31][C:30]([Cl:33])=[CH:29][CH:28]=3)[C@@:18]([C:19]3[CH:20]=[CH:21][C:22]([Cl:25])=[CH:23][CH:24]=3)([CH3:40])[N:7]=[C:8]2[S:9][C:10]=1[C:11]([N:37]([CH3:38])[CH3:36])=[O:12])(=[O:5])[CH3:4], predict the reactants needed to synthesize it. The reactants are: [OH-].[Na+].[C:3]([C:6]1[N:7]2[C@H:18]([C:19]3[CH:24]=[CH:23][C:22]([Cl:25])=[CH:21][CH:20]=3)[C@@:17]([C:27]3[CH:32]=[CH:31][C:30]([Cl:33])=[CH:29][CH:28]=3)(C)[N:16]=[C:8]2[S:9][C:10]=1[C:11](OCC)=[O:12])(=[O:5])[CH3:4].Cl.Cl.[CH3:36][NH:37][CH3:38].Cl.[CH3:40]N(C)CCCN=C=NCC.ON1C2C=CC=CC=2N=N1.C(N(CC)CC)C.C(=O)(O)[O-].[Na+].